From a dataset of Reaction yield outcomes from USPTO patents with 853,638 reactions. Predict the reaction yield, written as a fraction of the theoretical maximum amount of product (1.0 means a 100% yield; for example, 0.34 means a 34% yield). (1) The reactants are [CH2:1]([O:8][C:9]1[CH:14]=[CH:13][C:12]([C:15]2[N:19]([CH:20]3[CH2:25][CH2:24][CH2:23][CH2:22][CH2:21]3)[C:18]3[CH:26]=[CH:27][C:28]([C:30]([O:32]C)=[O:31])=[CH:29][C:17]=3[N:16]=2)=[CH:11][CH:10]=1)[C:2]1[CH:7]=[CH:6][CH:5]=[CH:4][CH:3]=1.[OH-].[Na+]. The catalyst is O1CCCC1.C(O)C. The product is [CH2:1]([O:8][C:9]1[CH:14]=[CH:13][C:12]([C:15]2[N:19]([CH:20]3[CH2:21][CH2:22][CH2:23][CH2:24][CH2:25]3)[C:18]3[CH:26]=[CH:27][C:28]([C:30]([OH:32])=[O:31])=[CH:29][C:17]=3[N:16]=2)=[CH:11][CH:10]=1)[C:2]1[CH:7]=[CH:6][CH:5]=[CH:4][CH:3]=1. The yield is 1.00. (2) The reactants are CC([N:5]([C@@H:9]([CH2:22][C:23]1[CH:28]=[CH:27][C:26]([C:29]2[N:30]=[C:31]3[C:36]([CH:37]([OH:39])[CH3:38])=[CH:35][CH:34]=[CH:33][N:32]3[CH:40]=2)=[CH:25][CH:24]=1)[CH2:10][N:11]1[C:19](=[O:20])[C:18]2[C:13](=[CH:14][CH:15]=[CH:16][CH:17]=2)[C:12]1=[O:21])[C:6](=[O:8])[O-])(C)C.Cl.O1CCOCC1.C(N(CC)C(C)C)(C)C.[Cl:57][C:58]1[CH:59]=[C:60]([CH:75]=[CH:76][C:77]=1[O:78][CH:79]([CH3:81])[CH3:80])C(OC1C(F)=C(F)C(F)=C(F)C=1F)=O. The catalyst is O. The product is [Cl:57][C:58]1[CH:59]=[C:60]([CH:75]=[CH:76][C:77]=1[O:78][CH:79]([CH3:81])[CH3:80])[C:6]([NH:5][C@@H:9]([CH2:22][C:23]1[CH:24]=[CH:25][C:26]([C:29]2[N:30]=[C:31]3[C:36]([CH:37]([OH:39])[CH3:38])=[CH:35][CH:34]=[CH:33][N:32]3[CH:40]=2)=[CH:27][CH:28]=1)[CH2:10][N:11]1[C:12](=[O:21])[C:13]2[C:18](=[CH:17][CH:16]=[CH:15][CH:14]=2)[C:19]1=[O:20])=[O:8]. The yield is 1.00.